This data is from Peptide-MHC class II binding affinity with 134,281 pairs from IEDB. The task is: Regression. Given a peptide amino acid sequence and an MHC pseudo amino acid sequence, predict their binding affinity value. This is MHC class II binding data. (1) The peptide sequence is DFKVAATAANAAPAN. The MHC is DRB1_0802 with pseudo-sequence DRB1_0802. The binding affinity (normalized) is 0.507. (2) The peptide sequence is PKYVKQNTLKLAT. The binding affinity (normalized) is 0.465. The MHC is HLA-DQA10102-DQB10602 with pseudo-sequence HLA-DQA10102-DQB10602. (3) The peptide sequence is KLIGGIGGFIKVRQYDQILI. The MHC is DRB1_0901 with pseudo-sequence DRB1_0901. The binding affinity (normalized) is 0.418.